This data is from Reaction yield outcomes from USPTO patents with 853,638 reactions. The task is: Predict the reaction yield, written as a fraction of the theoretical maximum amount of product (1.0 means a 100% yield; for example, 0.34 means a 34% yield). (1) The reactants are [CH2:1]([N:3]([CH2:12][CH3:13])[C:4]1[CH:11]=[CH:10][C:7]([C:8]#[N:9])=[CH:6][CH:5]=1)[CH3:2].P12(SP3(SP(SP(S3)(S1)=S)(=S)S2)=S)=[S:15]. The catalyst is CO. The product is [CH2:12]([N:3]([CH2:1][CH3:2])[C:4]1[CH:11]=[CH:10][C:7]([C:8]([NH2:9])=[S:15])=[CH:6][CH:5]=1)[CH3:13]. The yield is 0.700. (2) The reactants are [Cl:1][C:2]1[CH:3]=[C:4]([NH:9][C:10]([C:12]2[CH:34]=[CH:33][C:15]([O:16][C:17]3[CH:26]=[C:25]4[C:20]([CH:21]([C:27]([O:29]C)=[O:28])[CH2:22][CH2:23][O:24]4)=[CH:19][C:18]=3[C:31]#[N:32])=[CH:14][CH:13]=2)=[O:11])[CH:5]=[CH:6][C:7]=1[Cl:8].[OH-].[Na+].O.CO. The catalyst is C1COCC1.Cl.C(OCC)(=O)C. The product is [Cl:1][C:2]1[CH:3]=[C:4]([NH:9][C:10]([C:12]2[CH:34]=[CH:33][C:15]([O:16][C:17]3[CH:26]=[C:25]4[C:20]([CH:21]([C:27]([OH:29])=[O:28])[CH2:22][CH2:23][O:24]4)=[CH:19][C:18]=3[C:31]#[N:32])=[CH:14][CH:13]=2)=[O:11])[CH:5]=[CH:6][C:7]=1[Cl:8]. The yield is 0.610. (3) The reactants are S(Cl)(Cl)=O.[NH2:5][C:6]1[CH:7]=[CH:8][C:9]([C:12]([OH:14])=[O:13])=[N:10][CH:11]=1.C(=O)([O-])O.[Na+].C(=O)([O-])[O-].[Na+].[Na+].[CH3:26][CH2:27]O. The catalyst is O.C(OCC)(=O)C. The product is [CH2:26]([O:13][C:12]([C:9]1[CH:8]=[CH:7][C:6]([NH2:5])=[CH:11][N:10]=1)=[O:14])[CH3:27]. The yield is 0.830. (4) The reactants are [CH3:1][C:2]1[CH:7]=[CH:6][N:5]=[CH:4][C:3]=1[N:8]1[CH2:12][CH2:11][NH:10][C:9]1=[O:13].Br[C:15]1[CH:20]=[CH:19][C:18]([Cl:21])=[CH:17][CH:16]=1.N[C@@H]1CCCC[C@H]1N.C(=O)([O-])[O-].[K+].[K+]. The catalyst is [Cu](I)I.O1CCOCC1. The product is [Cl:21][C:18]1[CH:19]=[CH:20][C:15]([N:10]2[CH2:11][CH2:12][N:8]([C:3]3[CH:4]=[N:5][CH:6]=[CH:7][C:2]=3[CH3:1])[C:9]2=[O:13])=[CH:16][CH:17]=1. The yield is 0.638. (5) The reactants are [C:1](Cl)(=[O:8])[C:2]1[CH:7]=[CH:6][CH:5]=[CH:4][CH:3]=1.[CH3:10][O:11][C:12](=[O:20])[C@H:13]([CH2:15][C:16]([O:18][CH3:19])=[O:17])[NH2:14].C(N(CC)CC)C. The catalyst is C(Cl)Cl.O. The product is [CH3:10][O:11][C:12](=[O:20])[CH:13]([NH:14][C:1](=[O:8])[C:2]1[CH:7]=[CH:6][CH:5]=[CH:4][CH:3]=1)[CH2:15][C:16]([O:18][CH3:19])=[O:17]. The yield is 0.790. (6) The reactants are C([O-])=O.[NH4+].C([O:12][C:13]1[CH:22]=[C:21]2[C:16]([C:17]([O:23][C:24]3[CH:25]=[C:26]4[C:30](=[CH:31][CH:32]=3)[NH:29][C:28]([CH3:33])=[CH:27]4)=[N:18][CH:19]=[N:20]2)=[CH:15][CH:14]=1)C1C=CC=CC=1. The catalyst is [Pd].CN(C=O)C. The product is [OH:12][C:13]1[CH:22]=[C:21]2[C:16]([C:17]([O:23][C:24]3[CH:25]=[C:26]4[C:30](=[CH:31][CH:32]=3)[NH:29][C:28]([CH3:33])=[CH:27]4)=[N:18][CH:19]=[N:20]2)=[CH:15][CH:14]=1. The yield is 0.930. (7) The catalyst is ClCCl. The reactants are C([O:8][C@@H:9]1[C@@H:17]([C@@H:18]([O:22]CC2C=CC=CC=2)[CH:19]([F:21])[F:20])[O:16][C@H:15]2[C@H:11]([N:12]=[C:13]([N:30]([CH3:32])[CH3:31])[S:14]2)[C@H:10]1[O:33]CC1C=CC=CC=1)C1C=CC=CC=1.B(Cl)(Cl)Cl.CO.[NH4+].[OH-]. The product is [F:21][CH:19]([F:20])[C@H:18]([C@H:17]1[O:16][C@H:15]2[C@H:11]([N:12]=[C:13]([N:30]([CH3:31])[CH3:32])[S:14]2)[C@@H:10]([OH:33])[C@@H:9]1[OH:8])[OH:22]. The yield is 0.0500.